Dataset: Reaction yield outcomes from USPTO patents with 853,638 reactions. Task: Predict the reaction yield, written as a fraction of the theoretical maximum amount of product (1.0 means a 100% yield; for example, 0.34 means a 34% yield). (1) The reactants are [Li+].CC([N-]C(C)C)C.[C:9]([CH:11]1[CH2:16][CH2:15][N:14]([C:17]([O:19][C:20]([CH3:23])([CH3:22])[CH3:21])=[O:18])[CH2:13][CH2:12]1)#[N:10].Cl[C:25]([O:27][CH2:28][CH3:29])=[O:26]. The catalyst is C1COCC1. The product is [C:9]([C:11]1([C:25]([O:27][CH2:28][CH3:29])=[O:26])[CH2:16][CH2:15][N:14]([C:17]([O:19][C:20]([CH3:23])([CH3:22])[CH3:21])=[O:18])[CH2:13][CH2:12]1)#[N:10]. The yield is 0.516. (2) The reactants are [H-].[H-].[H-].[H-].[Li+].[Al+3].S(=O)(=O)(O)O.Cl.[C:13]([S:17]([C:20]1[CH:21]=[C:22]2[C:27](=[CH:28][CH:29]=1)[N:26]=[CH:25][CH:24]=[C:23]2[NH:30][C:31]1[C:35]([C:36](OCC)=[O:37])=[C:34]([CH3:41])[NH:33][N:32]=1)(=[O:19])=[O:18])([CH3:16])([CH3:15])[CH3:14]. The catalyst is C1COCC1. The product is [CH3:16][C:13]([S:17]([C:20]1[CH:21]=[C:22]2[C:27](=[CH:28][CH:29]=1)[N:26]=[CH:25][CH:24]=[C:23]2[NH:30][C:31]1[C:35]([CH2:36][OH:37])=[C:34]([CH3:41])[NH:33][N:32]=1)(=[O:18])=[O:19])([CH3:14])[CH3:15]. The yield is 0.100. (3) The reactants are [Br:1][C:2]1[CH:3]=[C:4]([CH2:8][C:9]([OH:11])=[O:10])[CH:5]=[CH:6][CH:7]=1.S(=O)(=O)(O)O.[CH3:17]O. No catalyst specified. The product is [Br:1][C:2]1[CH:3]=[C:4]([CH2:8][C:9]([O:11][CH3:17])=[O:10])[CH:5]=[CH:6][CH:7]=1. The yield is 0.910. (4) The reactants are Br[C:2]1[C:10]2[C:9]([Cl:11])=[N:8][CH:7]=[N:6][C:5]=2[NH:4][CH:3]=1.[Li]CCCC.CN([CH:20]=[O:21])C. The catalyst is C1COCC1. The product is [Cl:11][C:9]1[C:10]2[C:2]([CH:20]=[O:21])=[CH:3][NH:4][C:5]=2[N:6]=[CH:7][N:8]=1. The yield is 0.650. (5) The reactants are [CH3:1][S:2]([C:5]1[CH:10]=[CH:9][C:8]([N:11]=[CH:12][C:13]2[CH:18]=[CH:17][CH:16]=[C:15]([N+:19]([O-:21])=[O:20])[CH:14]=2)=[CH:7][CH:6]=1)(=[O:4])=[O:3].O.[O-]S(C(F)(F)F)(=O)=O.[Yb+3].[O-]S(C(F)(F)F)(=O)=O.[O-]S(C(F)(F)F)(=O)=O.[CH:48](=[O:52])[CH:49]([CH3:51])[CH3:50].O. The catalyst is O1CCCC1. The product is [CH3:1][S:2]([C:5]1[CH:10]=[C:9]2[C:8](=[CH:7][CH:6]=1)[NH:11][CH:12]([C:13]1[CH:18]=[CH:17][CH:16]=[C:15]([N+:19]([O-:21])=[O:20])[CH:14]=1)[C:49]([CH3:51])([CH3:50])[CH:48]2[OH:52])(=[O:4])=[O:3]. The yield is 0.920. (6) The reactants are Br[C:2]1[C:3]([F:23])=[C:4]([N:8]2[CH:13]=[C:12]([O:14][CH3:15])[C:11](=[O:16])[C:10]([C:17]([N:19]([O:21][CH3:22])[CH3:20])=[O:18])=[N:9]2)[CH:5]=[CH:6][CH:7]=1.[CH3:24][N:25]1[CH:29]=[C:28](B2OC(C)(C)C(C)(C)O2)[CH:27]=[N:26]1.C([O-])([O-])=O.[Na+].[Na+]. The catalyst is COCCOC.O.C1C=CC([P]([Pd]([P](C2C=CC=CC=2)(C2C=CC=CC=2)C2C=CC=CC=2)([P](C2C=CC=CC=2)(C2C=CC=CC=2)C2C=CC=CC=2)[P](C2C=CC=CC=2)(C2C=CC=CC=2)C2C=CC=CC=2)(C2C=CC=CC=2)C2C=CC=CC=2)=CC=1. The product is [F:23][C:3]1[C:2]([C:28]2[CH:27]=[N:26][N:25]([CH3:24])[CH:29]=2)=[CH:7][CH:6]=[CH:5][C:4]=1[N:8]1[CH:13]=[C:12]([O:14][CH3:15])[C:11](=[O:16])[C:10]([C:17]([N:19]([O:21][CH3:22])[CH3:20])=[O:18])=[N:9]1. The yield is 0.690. (7) The reactants are [CH:1]1([N:6]2[C:10]3[N:11]=[C:12]([NH:15][C:16]4[CH:24]=[CH:23][C:19]([C:20](O)=[O:21])=[CH:18][N:17]=4)[N:13]=[CH:14][C:9]=3[CH:8]=[C:7]2[C:25](=[O:29])[N:26]([CH3:28])[CH3:27])[CH2:5][CH2:4][CH2:3][CH2:2]1.[CH:30]12[O:37][CH:34]([CH2:35][CH2:36]1)[CH2:33][NH:32][CH2:31]2. No catalyst specified. The product is [CH3:28][N:26]([CH3:27])[C:25]([C:7]1[N:6]([CH:1]2[CH2:5][CH2:4][CH2:3][CH2:2]2)[C:10]2[N:11]=[C:12]([NH:15][C:16]3[CH:24]=[CH:23][C:19]([C:20]([N:32]4[CH2:31][CH:30]5[O:37][CH:34]([CH2:35][CH2:36]5)[CH2:33]4)=[O:21])=[CH:18][N:17]=3)[N:13]=[CH:14][C:9]=2[CH:8]=1)=[O:29]. The yield is 0.325. (8) The reactants are C[C:2]([CH3:5])([O-])C.[K+].C(S([NH:12][C:13]1[CH:26]=[CH:25][C:16]([CH2:17][C:18]2[CH:23]=[CH:22][C:21]([NH2:24])=[CH:20][CH:19]=2)=[CH:15][CH:14]=1)(=O)=O)C.CI.[OH2:29].C[S:31]([CH3:33])=[O:32]. No catalyst specified. The product is [CH2:2]([S:31]([CH2:33][NH:12][C:13]1[CH:14]=[CH:15][C:16]([CH2:17][C:18]2[CH:19]=[CH:20][C:21]([NH2:24])=[CH:22][CH:23]=2)=[CH:25][CH:26]=1)(=[O:29])=[O:32])[CH3:5]. The yield is 0.660. (9) The reactants are [F:1][C:2]1[CH:3]=[C:4]([C:9]2[CH2:10][CH2:11][NH:12][CH2:13][CH:14]=2)[CH:5]=[C:6]([F:8])[CH:7]=1.Cl. The catalyst is [Pt]=O.CO. The product is [F:1][C:2]1[CH:3]=[C:4]([CH:9]2[CH2:10][CH2:11][NH:12][CH2:13][CH2:14]2)[CH:5]=[C:6]([F:8])[CH:7]=1. The yield is 0.460. (10) The reactants are [CH3:1][C:2]1[CH:16]=[C:15]([C:17]2[O:18][C:19]3[N:20]=[C:21]([O:29][CH2:30][CH2:31][C:32]([F:35])([F:34])[F:33])[N:22]=[C:23]([CH2:26][CH2:27][CH3:28])[C:24]=3[N:25]=2)[CH:14]=[C:13]([CH3:36])[C:3]=1[O:4][CH2:5][C:6]([O:8]C(C)(C)C)=[O:7].FC(F)(F)C(O)=O. No catalyst specified. The product is [CH3:36][C:13]1[CH:14]=[C:15]([C:17]2[O:18][C:19]3[N:20]=[C:21]([O:29][CH2:30][CH2:31][C:32]([F:35])([F:34])[F:33])[N:22]=[C:23]([CH2:26][CH2:27][CH3:28])[C:24]=3[N:25]=2)[CH:16]=[C:2]([CH3:1])[C:3]=1[O:4][CH2:5][C:6]([OH:8])=[O:7]. The yield is 0.830.